This data is from Reaction yield outcomes from USPTO patents with 853,638 reactions. The task is: Predict the reaction yield, written as a fraction of the theoretical maximum amount of product (1.0 means a 100% yield; for example, 0.34 means a 34% yield). (1) The reactants are [CH3:1][C:2]1[CH:3]=[C:4]([NH:17][C:18]2[N:23]=[C:22]([C:24]([F:27])([F:26])[F:25])[CH:21]=[CH:20][N:19]=2)[CH:5]=[C:6](B2OC(C)(C)C(C)(C)O2)[CH:7]=1.[C:28](=[O:31])([O-])[O-:29].[Na+].[Na+].Br[C:35]1[N:36]=[C:37]([N:40]2[CH2:45][CH2:44][O:43][CH2:42][CH2:41]2)[S:38][CH:39]=1. The product is [F:25][C:24]([F:27])([F:26])[C:28]([OH:29])=[O:31].[CH3:1][C:2]1[CH:3]=[C:4]([NH:17][C:18]2[N:23]=[C:22]([C:24]([F:26])([F:25])[F:27])[CH:21]=[CH:20][N:19]=2)[CH:5]=[C:6]([C:35]2[N:36]=[C:37]([N:40]3[CH2:45][CH2:44][O:43][CH2:42][CH2:41]3)[S:38][CH:39]=2)[CH:7]=1. The yield is 0.142. No catalyst specified. (2) The reactants are [Cl:1][C:2]1[CH:30]=[CH:29][C:5]([CH2:6][NH:7][C:8]([C:10]2[CH:11]=[N:12][C:13]3[C:18]([C:19]=2[OH:20])=[CH:17][C:16]([CH2:21][CH:22]2[CH2:27][CH2:26][O:25][CH2:24][CH2:23]2)=[CH:15][C:14]=3[I:28])=[O:9])=[CH:4][CH:3]=1.[C:31]([O-])([O-])=O.[K+].[K+].CI.O. The catalyst is CN(C=O)C. The product is [Cl:1][C:2]1[CH:3]=[CH:4][C:5]([CH2:6][NH:7][C:8]([C:10]2[C:19](=[O:20])[C:18]3[C:13](=[C:14]([I:28])[CH:15]=[C:16]([CH2:21][CH:22]4[CH2:27][CH2:26][O:25][CH2:24][CH2:23]4)[CH:17]=3)[N:12]([CH3:31])[CH:11]=2)=[O:9])=[CH:29][CH:30]=1. The yield is 0.480. (3) The reactants are C(OC(=O)[NH:7][C:8]1[CH:13]=[CH:12][CH:11]=[CH:10][C:9]=1[NH:14][C:15](=[O:32])/[CH:16]=[CH:17]/[CH2:18][CH2:19][CH2:20][N:21]1[C:29](=[O:30])[C:28]2[C:23](=[CH:24][CH:25]=[CH:26][CH:27]=2)[C:22]1=[O:31])(C)(C)C.Cl.C([O-])([O-])=O.[K+].[K+]. The catalyst is CC(O)C. The product is [NH2:7][C:8]1[CH:13]=[CH:12][CH:11]=[CH:10][C:9]=1[NH:14][C:15](=[O:32])/[CH:16]=[CH:17]/[CH2:18][CH2:19][CH2:20][N:21]1[C:29](=[O:30])[C:28]2[C:23](=[CH:24][CH:25]=[CH:26][CH:27]=2)[C:22]1=[O:31]. The yield is 0.370. (4) The yield is 0.650. The product is [F:9][C:3]1[CH:4]=[C:5]([CH3:8])[CH:6]=[CH:7][C:2]=1[C:10]#[N:11]. The catalyst is [C-]#N.[C-]#N.[Zn+2].C1(P(C2C=CC=CC=2)[C-]2C=CC=C2)C=CC=CC=1.[C-]1(P(C2C=CC=CC=2)C2C=CC=CC=2)C=CC=C1.[Fe+2].C1C=CC(/C=C/C(/C=C/C2C=CC=CC=2)=O)=CC=1.C1C=CC(/C=C/C(/C=C/C2C=CC=CC=2)=O)=CC=1.C1C=CC(/C=C/C(/C=C/C2C=CC=CC=2)=O)=CC=1.[Pd].[Pd]. The reactants are Br[C:2]1[CH:7]=[CH:6][C:5]([CH3:8])=[CH:4][C:3]=1[F:9].[CH3:10][N:11](C=O)C. (5) The yield is 0.420. The product is [S:27]1[C:28]2[CH:34]=[CH:33][CH:32]=[CH:31][C:29]=2[N:30]=[C:26]1[NH:25][C:8](=[O:10])[CH:7]([C:11]1[CH:16]=[CH:15][C:14]([Cl:17])=[C:13]([Cl:18])[CH:12]=1)[CH2:6][CH:1]1[CH2:2][CH2:3][CH2:4][CH2:5]1. The catalyst is C(Cl)Cl.CN(C)C=O.O. The reactants are [CH:1]1([CH2:6][CH:7]([C:11]2[CH:16]=[CH:15][C:14]([Cl:17])=[C:13]([Cl:18])[CH:12]=2)[C:8]([OH:10])=O)[CH2:5][CH2:4][CH2:3][CH2:2]1.C(Cl)(=O)C(Cl)=O.[NH2:25][C:26]1[S:27][C:28]2[CH:34]=[CH:33][CH:32]=[CH:31][C:29]=2[N:30]=1.C(N(CC)C(C)C)(C)C. (6) The reactants are Cl.[NH:2]1[CH2:7][CH2:6][CH2:5][CH2:4][C@@H:3]1[C:8]([O:10][CH3:11])=[O:9].C1C=CC2N(O)N=NC=2C=1.CN1CCOCC1.[C:29]1([CH2:35][O:36][C:37]([NH:39][CH2:40][C:41](O)=[O:42])=[O:38])[CH:34]=[CH:33][CH:32]=[CH:31][CH:30]=1.CCN=C=NCCCN(C)C.Cl. The catalyst is C(Cl)Cl. The product is [C:29]1([CH2:35][O:36][C:37]([NH:39][CH2:40][C:41]([N:2]2[CH2:7][CH2:6][CH2:5][CH2:4][C@@H:3]2[C:8]([O:10][CH3:11])=[O:9])=[O:42])=[O:38])[CH:30]=[CH:31][CH:32]=[CH:33][CH:34]=1. The yield is 0.990. (7) The reactants are [CH3:1][NH:2][C:3](=[O:13])[C:4]1[C:9]([N+:10]([O-])=O)=[CH:8][CH:7]=[CH:6][N:5]=1.[H][H]. The catalyst is CO.[Pd]. The product is [NH2:10][C:9]1[C:4]([C:3]([NH:2][CH3:1])=[O:13])=[N:5][CH:6]=[CH:7][CH:8]=1. The yield is 1.00. (8) The reactants are [C:1]([O:5][C:6]([NH:8][C@H:9]1[CH2:14][CH2:13][C@@H:12]([CH2:15]O)[CH2:11][CH2:10]1)=[O:7])([CH3:4])([CH3:3])[CH3:2].C1(P(C2C=CC=CC=2)C2C=CC=CC=2)C=CC=CC=1.[C:36]1(=[O:46])[NH:40][C:39](=[O:41])[C:38]2=[CH:42][CH:43]=[CH:44][CH:45]=[C:37]12.N(C(OC(C)C)=O)=NC(OC(C)C)=O. The catalyst is C1COCC1. The product is [C:1]([O:5][C:6]([NH:8][C@H:9]1[CH2:10][CH2:11][C@@H:12]([CH2:15][N:40]2[C:39](=[O:41])[C:38]3[CH:42]=[CH:43][CH:44]=[CH:45][C:37]=3[C:36]2=[O:46])[CH2:13][CH2:14]1)=[O:7])([CH3:2])([CH3:3])[CH3:4]. The yield is 0.620.